Task: Predict which catalyst facilitates the given reaction.. Dataset: Catalyst prediction with 721,799 reactions and 888 catalyst types from USPTO (1) Reactant: [CH3:1][O:2][CH:3]1[CH:7]2[O:8][CH2:9][CH:10]([NH2:11])[CH:6]2[O:5][CH2:4]1.C(N(CC)CC)C.[Cl:19][C:20]1[N:25]=[C:24](Cl)[C:23]([Cl:27])=[CH:22][N:21]=1. Product: [Cl:19][C:20]1[N:25]=[C:24]([NH:11][CH:10]2[CH2:9][O:8][CH:7]3[CH:3]([O:2][CH3:1])[CH2:4][O:5][CH:6]23)[C:23]([Cl:27])=[CH:22][N:21]=1. The catalyst class is: 14. (2) Reactant: FC(F)(F)S(O[C:7]1[C:8]([C:18](=[O:20])[CH3:19])=[CH:9][C:10]([F:17])=[C:11]2[C:16]=1[N:15]=[CH:14][CH:13]=[CH:12]2)(=O)=O.[F:23][C:24]1[CH:25]=[C:26]([Zn]I)[CH:27]=[CH:28][CH:29]=1. Product: [F:17][C:10]1[CH:9]=[C:8]([C:18](=[O:20])[CH3:19])[C:7]([C:28]2[CH:27]=[CH:26][CH:25]=[C:24]([F:23])[CH:29]=2)=[C:16]2[C:11]=1[CH:12]=[CH:13][CH:14]=[N:15]2. The catalyst class is: 602. (3) Reactant: CS(O[CH2:6][CH2:7]/[CH:8]=[CH:9]/[C:10]1[CH:15]=[CH:14][C:13]([Cl:16])=[C:12]([Cl:17])[CH:11]=1)(=O)=O.[N-:18]=[N+:19]=[N-:20].[Na+]. Product: [N:18]([CH2:6][CH2:7]/[CH:8]=[CH:9]/[C:10]1[CH:15]=[CH:14][C:13]([Cl:16])=[C:12]([Cl:17])[CH:11]=1)=[N+:19]=[N-:20]. The catalyst class is: 31. (4) Reactant: [CH2:1]([O:8][C:9]1[CH:17]=[C:16]2[C:12]([CH:13]=[CH:14][NH:15]2)=[CH:11][CH:10]=1)[C:2]1[CH:7]=[CH:6][CH:5]=[CH:4][CH:3]=1.C([BH3-])#N.[Na+]. Product: [CH2:1]([O:8][C:9]1[CH:17]=[C:16]2[C:12]([CH2:13][CH2:14][NH:15]2)=[CH:11][CH:10]=1)[C:2]1[CH:3]=[CH:4][CH:5]=[CH:6][CH:7]=1. The catalyst class is: 14. (5) Reactant: Cl[C:2]1[N:7]=[C:6]([N:8]2[CH2:12][CH2:11][C@@:10]([CH:15]3[CH2:17][CH2:16]3)([C:13]#[N:14])[C:9]2=[O:18])[CH:5]=[CH:4][N:3]=1.[NH2:19][C:20]1[CH:21]=[N:22][N:23]([C:25]([CH3:29])([CH3:28])[CH2:26][OH:27])[CH:24]=1.C(O)(=O)C. Product: [CH:15]1([C@@:10]2([C:13]#[N:14])[CH2:11][CH2:12][N:8]([C:6]3[CH:5]=[CH:4][N:3]=[C:2]([NH:19][C:20]4[CH:21]=[N:22][N:23]([C:25]([CH3:29])([CH3:28])[CH2:26][OH:27])[CH:24]=4)[N:7]=3)[C:9]2=[O:18])[CH2:17][CH2:16]1. The catalyst class is: 8. (6) Reactant: [NH2:1][C:2]1[CH:12]=[CH:11][C:5]([C:6]([O:8][CH2:9][CH3:10])=[O:7])=[CH:4][C:3]=1[O:13][CH3:14].[Cl:15][CH2:16][C:17](Cl)=[O:18].C([O-])(=O)C.[Na+]. Product: [Cl:15][CH2:16][C:17]([NH:1][C:2]1[CH:12]=[CH:11][C:5]([C:6]([O:8][CH2:9][CH3:10])=[O:7])=[CH:4][C:3]=1[O:13][CH3:14])=[O:18]. The catalyst class is: 86.